This data is from Catalyst prediction with 721,799 reactions and 888 catalyst types from USPTO. The task is: Predict which catalyst facilitates the given reaction. Reactant: [O:1]([C:8]1[CH:16]=[CH:15][C:14]([I:17])=[C:13]2[C:9]=1[CH:10](O)[N:11](C(C)(C1C=CC=CC=1)C)[C:12]2=[O:18])[C:2]1[CH:7]=[CH:6][CH:5]=[CH:4][CH:3]=1.FC(F)(F)C(O)=O.C([SiH](CC)CC)C. Product: [O:1]([C:8]1[CH:16]=[CH:15][C:14]([I:17])=[C:13]2[C:9]=1[CH2:10][NH:11][C:12]2=[O:18])[C:2]1[CH:3]=[CH:4][CH:5]=[CH:6][CH:7]=1. The catalyst class is: 463.